Dataset: Reaction yield outcomes from USPTO patents with 853,638 reactions. Task: Predict the reaction yield, written as a fraction of the theoretical maximum amount of product (1.0 means a 100% yield; for example, 0.34 means a 34% yield). (1) The reactants are [Br:1][C:2]1[CH:3]=[N+:4]([O-])[CH:5]=[C:6]([Br:8])[CH:7]=1.[CH2:10]([N:12](CC)CC)C.C[Si](C#N)(C)C. The catalyst is C(#N)C.ClCCl.C(=O)([O-])[O-].[Na+].[Na+].O. The product is [Br:1][C:2]1[C:3]([C:10]#[N:12])=[N:4][CH:5]=[C:6]([Br:8])[CH:7]=1. The yield is 0.730. (2) The reactants are [Br:1][C:2]1[CH:3]=[CH:4][C:5](O)=[C:6]([C:8]2[CH:17]=[CH:16][C:15]3[C:10](=[CH:11][CH:12]=[C:13]([C:18]4[N:22]([CH:23]5[CH2:28][CH2:27][CH2:26][CH2:25][CH2:24]5)[C:21]5[CH:29]=[CH:30][C:31]([C:33]([OH:35])=[O:34])=[CH:32][C:20]=5[N:19]=4)[CH:14]=3)[N:9]=2)[CH:7]=1.BrC1C=C(C(=O)C)C=CC=1.[OH-].[K+]. The catalyst is C(O)C. The product is [Br:1][C:2]1[CH:7]=[C:6]([C:8]2[CH:17]=[CH:16][C:15]3[C:10](=[CH:11][CH:12]=[C:13]([C:18]4[N:22]([CH:23]5[CH2:24][CH2:25][CH2:26][CH2:27][CH2:28]5)[C:21]5[CH:29]=[CH:30][C:31]([C:33]([OH:35])=[O:34])=[CH:32][C:20]=5[N:19]=4)[CH:14]=3)[N:9]=2)[CH:5]=[CH:4][CH:3]=1. The yield is 0.120. (3) The reactants are [C:1]([O:7][CH2:8][CH3:9])(=[O:6])[CH2:2][C:3]([CH3:5])=O.[Cl:10][C:11]1[C:18]([Cl:19])=[CH:17][CH:16]=[CH:15][C:12]=1[CH:13]=O.[NH4+:20].[OH-:21]. The catalyst is CCO.C(Cl)Cl. The product is [Cl:10][C:11]1[C:18]([Cl:19])=[CH:17][CH:16]=[CH:15][C:12]=1[CH:13]1[C:2]([C:1]([O:7][CH2:8][CH3:9])=[O:6])=[C:3]([CH3:5])[NH:20][C:3]([CH3:5])=[C:2]1[C:1]([O:7][CH2:8][CH3:9])=[O:21]. The yield is 0.210. (4) The reactants are Cl[C:2]1[C:7]([CH:8]([CH2:13][CH2:14][CH3:15])[C:9]([O:11][CH3:12])=[O:10])=[C:6]([CH3:16])[N:5]=[C:4]([C:17]2[CH:22]=[CH:21][CH:20]=[CH:19][CH:18]=2)[N:3]=1.C(N(CC)C(C)C)(C)C.CC1(C)C(C)(C)OB([C:40]2[CH:48]=[C:47]3[C:43]([CH2:44][CH2:45][C:46]3=[O:49])=[CH:42][CH:41]=2)O1. The catalyst is COCCOC.O.C1C=CC([P]([Pd]([P](C2C=CC=CC=2)(C2C=CC=CC=2)C2C=CC=CC=2)([P](C2C=CC=CC=2)(C2C=CC=CC=2)C2C=CC=CC=2)[P](C2C=CC=CC=2)(C2C=CC=CC=2)C2C=CC=CC=2)(C2C=CC=CC=2)C2C=CC=CC=2)=CC=1. The product is [CH3:16][C:6]1[C:7]([CH:8]([CH2:13][CH2:14][CH3:15])[C:9]([O:11][CH3:12])=[O:10])=[C:2]([C:40]2[CH:48]=[C:47]3[C:43](=[CH:42][CH:41]=2)[CH2:44][CH2:45][C:46]3=[O:49])[N:3]=[C:4]([C:17]2[CH:22]=[CH:21][CH:20]=[CH:19][CH:18]=2)[N:5]=1. The yield is 0.560. (5) The reactants are [CH3:1][C:2]1[CH:7]=[CH:6][N:5]=[CH:4][C:3]=1[N:8]1[CH2:12][CH2:11][NH:10][C:9]1=[O:13].Br[C:15]1[CH:31]=[CH:30][C:18]2[N:19]([CH2:22][O:23][CH2:24][CH2:25][Si:26]([CH3:29])([CH3:28])[CH3:27])[N:20]=[N:21][C:17]=2[CH:16]=1.N[C@@H]1CCCC[C@H]1N.P([O-])([O-])([O-])=O.[K+].[K+].[K+]. The catalyst is [Cu](I)I.O1CCOCC1. The product is [CH3:1][C:2]1[CH:7]=[CH:6][N:5]=[CH:4][C:3]=1[N:8]1[CH2:12][CH2:11][N:10]([C:15]2[CH:31]=[CH:30][C:18]3[N:19]([CH2:22][O:23][CH2:24][CH2:25][Si:26]([CH3:27])([CH3:29])[CH3:28])[N:20]=[N:21][C:17]=3[CH:16]=2)[C:9]1=[O:13]. The yield is 0.790.